From a dataset of Full USPTO retrosynthesis dataset with 1.9M reactions from patents (1976-2016). Predict the reactants needed to synthesize the given product. (1) Given the product [F:23][C:17]1[CH:18]=[CH:19][CH:20]=[C:21]([F:22])[C:16]=1[O:15][C:3]1[C:2]([CH:33]=[O:34])=[CH:7][N:6]=[C:5]([NH:8][C:9]2[S:10][CH:11]=[C:12]([CH3:14])[N:13]=2)[CH:4]=1, predict the reactants needed to synthesize it. The reactants are: Br[C:2]1[C:3]([O:15][C:16]2[C:21]([F:22])=[CH:20][CH:19]=[CH:18][C:17]=2[F:23])=[CH:4][C:5]([NH:8][C:9]2[S:10][CH:11]=[C:12]([CH3:14])[N:13]=2)=[N:6][CH:7]=1.C[Li].C([Li])CCC.CN(C)[CH:33]=[O:34]. (2) The reactants are: [CH3:1][N:2]1[C:10]2[C:5](=[CH:6][C:7]([CH3:11])=[CH:8][CH:9]=2)[C:4]([C:12]([N:14]2[CH2:19][CH2:18][N:17]([C:20]3[CH:28]=[CH:27][C:23]([C:24](O)=[O:25])=[CH:22][N:21]=3)[CH2:16][CH2:15]2)=[O:13])=[C:3]1[C:29]1[CH:34]=[CH:33][CH:32]=[CH:31][CH:30]=1.Cl.ON1C2C=CC=CC=2N=N1.[OH:46][CH2:47][CH2:48][NH2:49]. Given the product [CH3:1][N:2]1[C:10]2[C:5](=[CH:6][C:7]([CH3:11])=[CH:8][CH:9]=2)[C:4]([C:12]([N:14]2[CH2:15][CH2:16][N:17]([C:20]3[CH:28]=[CH:27][C:23]([C:24]([NH:49][CH2:48][CH2:47][OH:46])=[O:25])=[CH:22][N:21]=3)[CH2:18][CH2:19]2)=[O:13])=[C:3]1[C:29]1[CH:30]=[CH:31][CH:32]=[CH:33][CH:34]=1, predict the reactants needed to synthesize it. (3) The reactants are: Cl[CH2:2][C:3]1[CH:8]=[CH:7][N:6]=[C:5]2[N:9]([S:26]([C:29]3[CH:34]=[CH:33][C:32]([CH3:35])=[CH:31][CH:30]=3)(=[O:28])=[O:27])[C:10]([C:12]3[C:16]4=[N:17][C:18]([O:23][CH3:24])=[C:19]([O:21][CH3:22])[CH:20]=[C:15]4[N:14]([CH3:25])[CH:13]=3)=[CH:11][C:4]=12.[NH2:36][CH:37]1[CH2:40][N:39]([C:41]([O:43][C:44]([CH3:47])([CH3:46])[CH3:45])=[O:42])[CH2:38]1. Given the product [CH3:24][O:23][C:18]1[N:17]=[C:16]2[C:12]([C:10]3[N:9]([S:26]([C:29]4[CH:30]=[CH:31][C:32]([CH3:35])=[CH:33][CH:34]=4)(=[O:28])=[O:27])[C:5]4=[N:6][CH:7]=[CH:8][C:3]([CH2:2][NH:36][CH:37]5[CH2:38][N:39]([C:41]([O:43][C:44]([CH3:47])([CH3:46])[CH3:45])=[O:42])[CH2:40]5)=[C:4]4[CH:11]=3)=[CH:13][N:14]([CH3:25])[C:15]2=[CH:20][C:19]=1[O:21][CH3:22], predict the reactants needed to synthesize it. (4) Given the product [Cl:22][C:16]1[CH:17]=[C:18]([Cl:21])[CH:19]=[CH:20][C:15]=1[C:13]1[N:14]=[C:10](/[CH:9]=[CH:8]/[C:5]2[CH:6]=[CH:7][C:2]([C:29]3[CH:30]=[CH:31][C:26]([NH:25][CH2:36][CH2:37][CH2:38][C:39]([OH:41])=[O:40])=[CH:27][CH:28]=3)=[CH:3][CH:4]=2)[N:11]([CH2:23][CH3:24])[CH:12]=1, predict the reactants needed to synthesize it. The reactants are: Br[C:2]1[CH:7]=[CH:6][C:5](/[CH:8]=[CH:9]/[C:10]2[N:11]([CH2:23][CH3:24])[CH:12]=[C:13]([C:15]3[CH:20]=[CH:19][C:18]([Cl:21])=[CH:17][C:16]=3[Cl:22])[N:14]=2)=[CH:4][CH:3]=1.[NH2:25][C:26]1[CH:31]=[CH:30][C:29](B(O)O)=[CH:28][CH:27]=1.Br[CH2:36][CH2:37][CH2:38][C:39]([O:41]C)=[O:40]. (5) Given the product [CH:1]([C:4]1[CH:5]=[C:6]([CH:7]=[CH:8][CH:9]=1)[CH2:10][NH:11][C:41]([C:37]1[CH:36]=[C:35]2[C:40](=[CH:39][CH:38]=1)[N:32]([CH2:31][C:28]1[CH:27]=[CH:26][C:25]([C:20]3[C:19]([C:17]([OH:18])=[O:16])=[CH:24][CH:23]=[CH:22][CH:21]=3)=[CH:30][CH:29]=1)[C:33]([CH3:45])=[C:34]2[CH3:44])=[O:42])([CH3:3])[CH3:2], predict the reactants needed to synthesize it. The reactants are: [CH:1]([C:4]1[CH:5]=[C:6]([CH2:10][NH2:11])[CH:7]=[CH:8][CH:9]=1)([CH3:3])[CH3:2].C([O:16][C:17]([C:19]1[CH:24]=[CH:23][CH:22]=[CH:21][C:20]=1[C:25]1[CH:30]=[CH:29][C:28]([CH2:31][N:32]2[C:40]3[C:35](=[CH:36][C:37]([C:41](O)=[O:42])=[CH:38][CH:39]=3)[C:34]([CH3:44])=[C:33]2[CH3:45])=[CH:27][CH:26]=1)=[O:18])(C)(C)C. (6) Given the product [Br:1][C:2]1[N:7]2[CH:8]=[CH:9][N:10]=[C:6]2[C:5]([NH:27][C:24]2[CH:25]=[N:26][C:21]([N:18]3[CH2:19][CH2:20][N:15]([CH:12]([CH3:14])[CH3:13])[CH2:16][CH2:17]3)=[CH:22][CH:23]=2)=[N:4][CH:3]=1, predict the reactants needed to synthesize it. The reactants are: [Br:1][C:2]1[N:7]2[CH:8]=[CH:9][N:10]=[C:6]2[C:5](Br)=[N:4][CH:3]=1.[CH:12]([N:15]1[CH2:20][CH2:19][N:18]([C:21]2[N:26]=[CH:25][C:24]([NH2:27])=[CH:23][CH:22]=2)[CH2:17][CH2:16]1)([CH3:14])[CH3:13].C(N(C(C)C)CC)(C)C. (7) The reactants are: [OH:1]/[C:2](=[CH:8]\[C:9](=[O:16])[C:10]1[CH:11]=[N:12][CH:13]=[CH:14][CH:15]=1)/[C:3]([O:5]CC)=O.[CH3:17][C:18]1[NH:19][C:20]2[C:25]([C:26]=1[CH2:27][CH2:28][NH2:29])=[CH:24][CH:23]=[CH:22][CH:21]=2.[CH:30]([C:32]1[CH:41]=[CH:40][C:35]([C:36]([O:38][CH3:39])=[O:37])=[CH:34][CH:33]=1)=O. Given the product [OH:1][C:2]1[C:3](=[O:5])[N:29]([CH2:28][CH2:27][C:26]2[C:25]3[C:20](=[CH:21][CH:22]=[CH:23][CH:24]=3)[NH:19][C:18]=2[CH3:17])[CH:30]([C:32]2[CH:41]=[CH:40][C:35]([C:36]([O:38][CH3:39])=[O:37])=[CH:34][CH:33]=2)[C:8]=1[C:9](=[O:16])[C:10]1[CH:15]=[CH:14][CH:13]=[N:12][CH:11]=1, predict the reactants needed to synthesize it. (8) Given the product [Cl:8][C:4]1[CH:5]=[CH:6][CH:7]=[C:2]([Cl:1])[C:3]=1[CH2:9][C:10](=[O:12])[CH2:29][C:30]([O:32][CH2:21][CH3:22])=[O:31], predict the reactants needed to synthesize it. The reactants are: [Cl:1][C:2]1[CH:7]=[CH:6][CH:5]=[C:4]([Cl:8])[C:3]=1[CH2:9][C:10]([OH:12])=O.C1N=CN(C(N2C=N[CH:22]=[CH:21]2)=O)C=1.[Cl-].[Mg+2].[Cl-].C(O)(=O)[CH2:29][C:30]([OH:32])=[O:31].C([K])C.Cl.